From a dataset of Reaction yield outcomes from USPTO patents with 853,638 reactions. Predict the reaction yield, written as a fraction of the theoretical maximum amount of product (1.0 means a 100% yield; for example, 0.34 means a 34% yield). (1) The yield is 0.600. The product is [CH2:1]([C:3]1([CH3:9])[CH2:7][CH2:6][C:5]([CH:10]=[CH2:11])([OH:8])[CH2:4]1)[CH3:2]. No catalyst specified. The reactants are [CH2:1]([C:3]1([CH3:9])[CH2:7][CH2:6][C:5](=[O:8])[CH2:4]1)[CH3:2].[CH:10]([Mg]Br)=[CH2:11]. (2) The reactants are [Cl-].[NH2:2][NH2:3].C(O[CH:7]=[CH:8][C:9](=O)[C:10]([F:13])([F:12])[F:11])C. The catalyst is CCO. The product is [F:11][C:10]([F:13])([F:12])[C:9]1[CH:8]=[CH:7][NH:3][N:2]=1. The yield is 0.860. (3) The catalyst is CO.C(Cl)Cl.C(O)(=O)C. The product is [CH2:19]([O:21][CH2:22][CH2:23][CH2:24][NH:25][CH2:8][C:7]1[CH:10]=[CH:11][C:4]([CH:1]([CH3:3])[CH3:2])=[CH:5][CH:6]=1)[CH3:20]. The yield is 0.830. The reactants are [CH:1]([C:4]1[CH:11]=[CH:10][C:7]([CH:8]=O)=[CH:6][CH:5]=1)([CH3:3])[CH3:2].C(OC)(OC)OC.[CH2:19]([O:21][CH2:22][CH2:23][CH2:24][NH2:25])[CH3:20].[BH4-]. (4) The reactants are [Cl:1][C:2]1[CH:11]=[CH:10][C:5]([C:6]([O:8][CH3:9])=[O:7])=[C:4]([NH:12][CH2:13][CH2:14][CH2:15][OH:16])[C:3]=1[NH:17][C:18](=S)[NH:19][C:20]1[C:21]([CH2:29][CH3:30])=[N:22][C:23]([CH3:28])=[N:24][C:25]=1[CH2:26][CH3:27].Cl.C(N=C=NCCCN(C)C)C.C(N(CC)CC)C. The catalyst is O1CCCC1.C(=O)([O-])O.[Na+]. The product is [Cl:1][C:2]1[C:3]2[N:17]=[C:18]([NH:19][C:20]3[C:21]([CH2:29][CH3:30])=[N:22][C:23]([CH3:28])=[N:24][C:25]=3[CH2:26][CH3:27])[N:12]([CH2:13][CH2:14][CH2:15][OH:16])[C:4]=2[C:5]([C:6]([O:8][CH3:9])=[O:7])=[CH:10][CH:11]=1. The yield is 0.520. (5) The reactants are [H-].[Na+].[SH:3][C:4]1[CH:5]=[C:6]([CH:10]=[CH:11][CH:12]=1)[C:7]([OH:9])=[O:8].Cl[C:14]1[CH:21]=[CH:20][C:17]([C:18]#[N:19])=[CH:16][N:15]=1.Cl. The catalyst is CN(C)C=O. The product is [C:18]([C:17]1[CH:20]=[CH:21][C:14]([S:3][C:4]2[CH:5]=[C:6]([CH:10]=[CH:11][CH:12]=2)[C:7]([OH:9])=[O:8])=[N:15][CH:16]=1)#[N:19]. The yield is 0.680. (6) The reactants are N1C=CN=[CH:2]1.[Si:6](Cl)([C:9]([CH3:12])([CH3:11])[CH3:10])(C)C.[NH2:14][C:15]1[C:20]([Cl:21])=[CH:19][CH:18]=[CH:17][C:16]=1CO.C([O:27][CH2:28][CH3:29])(=O)C. The catalyst is CN(C)C=O. The product is [C:9]([SiH2:6][O:27][C:28]([CH3:29])([CH3:2])[C:16]1[CH:17]=[CH:18][CH:19]=[C:20]([Cl:21])[C:15]=1[NH2:14])([CH3:12])([CH3:11])[CH3:10]. The yield is 0.370.